From a dataset of KCNQ2 potassium channel screen with 302,405 compounds. Binary Classification. Given a drug SMILES string, predict its activity (active/inactive) in a high-throughput screening assay against a specified biological target. (1) The compound is S(CC(=O)N1C(C=C(c2c1ccc(OC)c2)C)(C)C)c1oc(nn1)c1ccc(cc1)C. The result is 0 (inactive). (2) The compound is S(=O)(=O)(N(Cc1occc1)C)c1sc(NC(=O)CCC)nn1. The result is 0 (inactive). (3) The drug is o1c(CNc2nn(c3ccccc3)c(n2)N)ccc1. The result is 0 (inactive). (4) The compound is O=c1n(c(NC2CCCCC2)c(N=O)c(=O)n1C)C. The result is 0 (inactive). (5) The drug is S(=O)(=O)(N1CCN(CC1)c1cc(NCc2occc2)c([N+]([O-])=O)cc1)c1c(cc(cc1C)C)C. The result is 0 (inactive). (6) The compound is O=c1n(CC(C)C)c(N)c(c(=O)n1C)C(=O)COC(=O)c1cc2OCCOc2cc1. The result is 0 (inactive).